The task is: Predict which catalyst facilitates the given reaction.. This data is from Catalyst prediction with 721,799 reactions and 888 catalyst types from USPTO. Reactant: [Cl:1][C:2]1[CH:23]=[CH:22][CH:21]=[C:20]([CH:24]2[CH2:26][CH2:25]2)[C:3]=1[C:4]([N:6]1[C:14]2[C:9](=[CH:10][CH:11]=[C:12]([C:15]([O:17]C)=[O:16])[CH:13]=2)[C:8]([I:19])=[N:7]1)=[O:5].[OH-].[Li+].C1COCC1. Product: [Cl:1][C:2]1[CH:23]=[CH:22][CH:21]=[C:20]([CH:24]2[CH2:26][CH2:25]2)[C:3]=1[C:4]([N:6]1[C:14]2[C:9](=[CH:10][CH:11]=[C:12]([C:15]([OH:17])=[O:16])[CH:13]=2)[C:8]([I:19])=[N:7]1)=[O:5]. The catalyst class is: 6.